Task: Binary Classification. Given a drug SMILES string, predict its activity (active/inactive) in a high-throughput screening assay against a specified biological target.. Dataset: Cav3 T-type calcium channel HTS with 100,875 compounds The drug is S(c1[nH]c(=O)c(CCC)c(O)n1)Cc1ccccc1. The result is 0 (inactive).